This data is from Catalyst prediction with 721,799 reactions and 888 catalyst types from USPTO. The task is: Predict which catalyst facilitates the given reaction. (1) Reactant: [CH3:1][O:2][C:3]1[C:8]([C:9]([O-:11])=[O:10])=[C:7]([Cl:12])[CH:6]=[CH:5][C:4]=1[Cl:13].[Na+].C([O-])(=O)C.[Na+]. Product: [CH3:1][O:2][C:3]1[C:4]([Cl:13])=[CH:5][CH:6]=[C:7]([Cl:12])[C:8]=1[C:9]([OH:11])=[O:10]. The catalyst class is: 6. (2) Reactant: [F:1][C:2]1[CH:10]=[C:9]([O:11][CH3:12])[CH:8]=[CH:7][C:3]=1[C:4]([OH:6])=O.[NH2:13][C:14]1[CH:30]=[CH:29][C:17]([O:18][CH2:19][CH2:20][NH:21]C(=O)OC(C)(C)C)=[C:16]([C:31]2[N:35]([CH3:36])[N:34]=[CH:33][C:32]=2[Cl:37])[CH:15]=1.CN(C(ON1N=NC2C=CC=NC1=2)=[N+](C)C)C.F[P-](F)(F)(F)(F)F.C(N(CC)CC)C.Cl. Product: [NH2:21][CH2:20][CH2:19][O:18][C:17]1[CH:29]=[CH:30][C:14]([NH:13][C:4](=[O:6])[C:3]2[CH:7]=[CH:8][C:9]([O:11][CH3:12])=[CH:10][C:2]=2[F:1])=[CH:15][C:16]=1[C:31]1[N:35]([CH3:36])[N:34]=[CH:33][C:32]=1[Cl:37]. The catalyst class is: 4. (3) Reactant: [N:1]1[C:10]2[C:5](=[CH:6][C:7]([S:11][CH2:12][CH:13]=O)=[CH:8][CH:9]=2)[CH:4]=[CH:3][CH:2]=1.N1CCC[C@@H]1C(O)=O.ClN1C(=O)CCC1=O.[NH2:31][C:32]1[N:33]=[N:34][C:35]([C:38]2[CH:47]=[CH:46][C:41]([C:42]([O:44][CH3:45])=[O:43])=[C:40]([F:48])[CH:39]=2)=[CH:36][N:37]=1. Product: [F:48][C:40]1[CH:39]=[C:38]([C:35]2[CH:36]=[N:37][C:32]3[N:33]([C:12]([S:11][C:7]4[CH:6]=[C:5]5[C:10](=[CH:9][CH:8]=4)[N:1]=[CH:2][CH:3]=[CH:4]5)=[CH:13][N:31]=3)[N:34]=2)[CH:47]=[CH:46][C:41]=1[C:42]([O:44][CH3:45])=[O:43]. The catalyst class is: 22. (4) Reactant: Cl[C:2]1[CH:9]=[CH:8][C:5]([C:6]#[N:7])=[CH:4][N:3]=1.[CH3:10][NH:11][CH3:12].C(N(CC)CC)C. Product: [CH3:10][N:11]([CH3:12])[C:2]1[CH:9]=[CH:8][C:5]([C:6]#[N:7])=[CH:4][N:3]=1. The catalyst class is: 353. (5) The catalyst class is: 4. Product: [CH3:25][C:15]1[CH:20]=[CH:19][C:18]([S:21]([O:1][CH2:2][CH2:3][O:4][CH2:5][CH2:6][OH:7])(=[O:23])=[O:22])=[CH:17][CH:16]=1. Reactant: [OH:1][CH2:2][CH2:3][O:4][CH2:5][CH2:6][OH:7].C(N(CC)CC)C.[C:15]1([CH3:25])[CH:20]=[CH:19][C:18]([S:21](Cl)(=[O:23])=[O:22])=[CH:17][CH:16]=1. (6) Reactant: [CH2:1]([O:3][C:4](=[O:9])/[CH:5]=[C:6](\[NH2:8])/[CH3:7])[CH3:2].[F:10][C:11]1[CH:12]=[C:13]([C:17](=O)[CH2:18][C:19](OCC)=[O:20])[CH:14]=[CH:15][CH:16]=1. Product: [F:10][C:11]1[CH:12]=[C:13]([C:17]2[NH:8][C:6]([CH3:7])=[C:5]([C:4]([O:3][CH2:1][CH3:2])=[O:9])[C:19](=[O:20])[CH:18]=2)[CH:14]=[CH:15][CH:16]=1. The catalyst class is: 113. (7) Reactant: [Cl:1][C:2]1[CH:3]=[C:4]([CH:8]([OH:12])[CH2:9][NH:10][CH3:11])[CH:5]=[CH:6][CH:7]=1.Br[CH2:14][C:15]1[C:16]([Cl:22])=[N:17][C:18]([Cl:21])=[CH:19][CH:20]=1.C(=O)([O-])[O-].[K+].[K+]. Product: [Cl:1][C:2]1[CH:3]=[C:4]([CH:8]([OH:12])[CH2:9][N:10]([CH2:14][C:15]2[C:16]([Cl:22])=[N:17][C:18]([Cl:21])=[CH:19][CH:20]=2)[CH3:11])[CH:5]=[CH:6][CH:7]=1. The catalyst class is: 10. (8) Reactant: [NH2:1][C:2]1[CH:11]=[CH:10][CH:9]=[C:4]([C:5]([O:7][CH3:8])=[O:6])[C:3]=1[C:12]([O:14]C)=O.[C:16]([C:18]([O:20][CH2:21][CH3:22])=[O:19])#[N:17].Cl. Product: [O:14]=[C:12]1[C:3]2[C:4]([C:5]([O:7][CH3:8])=[O:6])=[CH:9][CH:10]=[CH:11][C:2]=2[N:1]=[C:16]([C:18]([O:20][CH2:21][CH3:22])=[O:19])[NH:17]1. The catalyst class is: 15. (9) Product: [CH2:15]([O:14][C:9](=[O:13])[C:6]([CH3:7])([CH3:8])[CH2:19][C:18]#[CH:17])[CH3:16]. The catalyst class is: 1. Reactant: [Li+].CC([N-][CH:6]([CH3:8])[CH3:7])C.[C:9]([O:14][CH2:15][CH3:16])(=[O:13])C(C)C.[CH2:17](Br)[C:18]#[CH:19].OS([O-])(=O)=O.[K+]. (10) Reactant: [O:1]=[C:2]1[O:6][C@H:5]([C:7]2[CH:12]=[CH:11][C:10]([NH:13][S:14]([CH3:17])(=[O:16])=[O:15])=[CH:9][CH:8]=2)[CH2:4][CH2:3]1.CC(C[AlH]CC(C)C)C. Product: [OH:1][CH:2]1[O:6][C@H:5]([C:7]2[CH:8]=[CH:9][C:10]([NH:13][S:14]([CH3:17])(=[O:16])=[O:15])=[CH:11][CH:12]=2)[CH2:4][CH2:3]1. The catalyst class is: 390.